Dataset: Forward reaction prediction with 1.9M reactions from USPTO patents (1976-2016). Task: Predict the product of the given reaction. (1) The product is: [CH3:8][O:7][C:1]1[CH:6]=[CH:5][C:4]([C:9](=[O:14])/[C:10](=[CH:12]/[CH3:13])/[CH3:11])=[CH:3][CH:2]=1. Given the reactants [C:1]1([O:7][CH3:8])[CH:6]=[CH:5][CH:4]=[CH:3][CH:2]=1.[C:9](Cl)(=[O:14])/[C:10](=[CH:12]/[CH3:13])/[CH3:11].[Cl-].[Al+3].[Cl-].[Cl-], predict the reaction product. (2) The product is: [C:1]([O:5][C:6]([N:8]1[CH2:9][CH2:10][CH:11]([C:14]2[NH:15][C:16]([C:22]3[CH:27]=[CH:26][N:25]=[C:24](/[CH:28]=[CH:29]/[C:30]4[CH:31]=[CH:32][CH:33]=[CH:34][CH:35]=4)[CH:23]=3)=[CH:17][C:18]=2[C:19]#[N:20])[CH2:12][CH2:13]1)=[O:7])([CH3:4])([CH3:2])[CH3:3]. Given the reactants [C:1]([O:5][C:6]([N:8]1[CH2:13][CH2:12][CH:11]([C:14]2[NH:15][C:16]([C:22]3[CH:27]=[CH:26][N:25]=[C:24](/[CH:28]=[CH:29]/[C:30]4[CH:35]=[CH:34][CH:33]=[CH:32][CH:31]=4)[CH:23]=3)=[CH:17][C:18]=2[C:19](=O)[NH2:20])[CH2:10][CH2:9]1)=[O:7])([CH3:4])([CH3:3])[CH3:2].N1C=CC=CC=1.FC(F)(F)C(OC(=O)C(F)(F)F)=O, predict the reaction product.